From a dataset of Forward reaction prediction with 1.9M reactions from USPTO patents (1976-2016). Predict the product of the given reaction. (1) Given the reactants Cl[C:2]1[C:11]2[C:6](=[CH:7][CH:8]=[C:9](OC(F)(F)F)[CH:10]=2)[N:5]=[C:4]([N:17]2[CH2:23][C:22]3[CH:24]=[CH:25][CH:26]=[CH:27][C:21]=3[S:20](=[O:29])(=[O:28])[CH2:19][CH2:18]2)[CH:3]=1.[CH:30]([C@@H:32]1[CH2:36][O:35][C:34]([CH3:38])([CH3:37])[N:33]1[C:39]([O:41][C:42]([CH3:45])([CH3:44])[CH3:43])=[O:40])=[CH2:31].[CH2:46](N(CC)CC)C.CN(C)C=O, predict the reaction product. The product is: [O:28]=[S:20]1(=[O:29])[C:21]2[CH:27]=[CH:26][CH:25]=[CH:24][C:22]=2[CH2:23][N:17]([C:4]2[CH:3]=[C:2](/[CH:31]=[CH:30]/[C@@H:32]3[CH2:36][O:35][C:34]([CH3:38])([CH3:37])[N:33]3[C:39]([O:41][C:42]([CH3:45])([CH3:44])[CH3:43])=[O:40])[C:11]3[C:6](=[CH:7][CH:8]=[C:9]([CH3:46])[CH:10]=3)[N:5]=2)[CH2:18][CH2:19]1. (2) Given the reactants [CH3:1][N:2]([CH3:47])[C:3]([C:5]1[CH:10]=[C:9]([C:11]2[CH:12]=[C:13]3[C:19]([C:20]4[CH:25]=[CH:24][CH:23]=[CH:22][C:21]=4[O:26][CH3:27])=[CH:18][N:17](S(C4C=CC(C)=CC=4)(=O)=O)[C:14]3=[N:15][CH:16]=2)[CH:8]=[CH:7][C:6]=1[NH:38][C:39]([C:41]1[N:42]=[CH:43][N:44]([CH3:46])[CH:45]=1)=[O:40])=[O:4].O1CCCC1.[OH-].[K+], predict the reaction product. The product is: [CH3:47][N:2]([CH3:1])[C:3]([C:5]1[CH:10]=[C:9]([C:11]2[CH:12]=[C:13]3[C:19]([C:20]4[CH:25]=[CH:24][CH:23]=[CH:22][C:21]=4[O:26][CH3:27])=[CH:18][NH:17][C:14]3=[N:15][CH:16]=2)[CH:8]=[CH:7][C:6]=1[NH:38][C:39]([C:41]1[N:42]=[CH:43][N:44]([CH3:46])[CH:45]=1)=[O:40])=[O:4]. (3) Given the reactants [CH3:1][C:2]1[CH:3]=[C:4]2[C:8](=[CH:9][C:10]=1[CH3:11])[C:7](=[O:12])[N:6]([C:13]1[CH:14]=[N:15][CH:16]=[CH:17][CH:18]=1)[CH:5]2[CH2:19][C:20]([OH:22])=[O:21].[CH2:23](O)[CH2:24][CH3:25].Cl.C(N=C=NCCCN(C)C)C, predict the reaction product. The product is: [CH3:1][C:2]1[CH:3]=[C:4]2[C:8](=[CH:9][C:10]=1[CH3:11])[C:7](=[O:12])[N:6]([C:13]1[CH:14]=[N:15][CH:16]=[CH:17][CH:18]=1)[CH:5]2[CH2:19][C:20]([O:22][CH2:23][CH2:24][CH3:25])=[O:21]. (4) Given the reactants CO.[C:3](O)(=O)[CH3:4].[N+:7]([C:10]1[CH:19]=[C:18]([CH2:20][O:21][C:22]2[CH:27]=[CH:26][CH:25]=[CH:24][CH:23]=2)[CH:17]=[CH:16][C:11]=1[C:12]([O:14][CH3:15])=[O:13])([O-])=O.[C:28](=[O:31])([O-])O.[Na+], predict the reaction product. The product is: [C:28]([NH:7][C:10]1[CH:19]=[C:18]([CH2:20][O:21][C:22]2[CH:27]=[CH:26][CH:25]=[CH:24][CH:23]=2)[CH:17]=[CH:16][C:11]=1[C:12]([O:14][CH3:15])=[O:13])(=[O:31])[C:4]1[CH:3]=[CH:12][CH:11]=[CH:10][CH:19]=1. (5) Given the reactants [Cl-].[NH2:2][C:3]1[CH:4]=[C:5]([CH2:10][C:11]([O:13][CH3:14])=[O:12])[CH:6]=[CH:7][C:8]=1[F:9], predict the reaction product. The product is: [F:9][C:8]1[CH:7]=[CH:6][C:5]([CH2:10][C:11]([O:13][CH3:14])=[O:12])=[CH:4][C:3]=1[NH:2][C:11](=[O:12])[CH2:10][CH:5]([CH3:6])[CH3:4]. (6) Given the reactants Cl[C:2]1[N:7]=[CH:6][N:5]=[C:4]2[NH:8][N:9]=[CH:10][C:3]=12.Cl.[N+:12]([C:15]1[CH:16]=[C:17]([C:21]2[N:22]=[C:23]([CH:26]3[CH2:31][CH2:30][NH:29][CH2:28][CH2:27]3)[NH:24][CH:25]=2)[CH:18]=[CH:19][CH:20]=1)([O-:14])=[O:13].C(O)(C)C.C(N(C(C)C)CC)(C)C, predict the reaction product. The product is: [N+:12]([C:15]1[CH:16]=[C:17]([C:21]2[N:22]=[C:23]([CH:26]3[CH2:31][CH2:30][N:29]([C:2]4[N:7]=[CH:6][N:5]=[C:4]5[NH:8][N:9]=[CH:10][C:3]=45)[CH2:28][CH2:27]3)[NH:24][CH:25]=2)[CH:18]=[CH:19][CH:20]=1)([O-:14])=[O:13].